From a dataset of Full USPTO retrosynthesis dataset with 1.9M reactions from patents (1976-2016). Predict the reactants needed to synthesize the given product. (1) Given the product [CH2:12]([O:19][C:20]1[CH:21]=[C:22]([CH:28]=[CH:29][CH:30]=1)[O:23][CH2:24][C:25]([C:10]1[O:11][C:7]([C:2]2[CH:3]=[CH:4][CH:5]=[CH:6][N:1]=2)=[CH:8][N:9]=1)=[O:26])[C:13]1[CH:14]=[CH:15][CH:16]=[CH:17][CH:18]=1, predict the reactants needed to synthesize it. The reactants are: [N:1]1[CH:6]=[CH:5][CH:4]=[CH:3][C:2]=1[C:7]1[O:11][CH:10]=[N:9][CH:8]=1.[CH2:12]([O:19][C:20]1[CH:21]=[C:22]([CH:28]=[CH:29][CH:30]=1)[O:23][CH2:24][C:25](O)=[O:26])[C:13]1[CH:18]=[CH:17][CH:16]=[CH:15][CH:14]=1. (2) Given the product [Cl:20][C:17]1[CH:16]=[CH:15][C:14]([C:11]2([CH2:21][C:25]#[N:26])[CH2:10][CH2:9][N:8]([C:6]([O:5][C:1]([CH3:2])([CH3:3])[CH3:4])=[O:7])[CH2:13][CH2:12]2)=[CH:19][CH:18]=1, predict the reactants needed to synthesize it. The reactants are: [C:1]([O:5][C:6]([N:8]1[CH2:13][CH2:12][C:11]([CH:21]([C:25]#[N:26])C(O)=O)([C:14]2[CH:19]=[CH:18][C:17]([Cl:20])=[CH:16][CH:15]=2)[CH2:10][CH2:9]1)=[O:7])([CH3:4])([CH3:3])[CH3:2]. (3) Given the product [CH3:18][N:14]1[CH2:15][CH2:16][CH2:17][C:11]2([CH2:10][C:9](=[O:23])[C:8]3[C:20](=[CH:21][CH:22]=[C:6](/[CH:5]=[CH:4]/[C:3]([OH:24])=[O:2])[CH:7]=3)[O:19]2)[CH2:12][CH2:13]1, predict the reactants needed to synthesize it. The reactants are: C[O:2][C:3](=[O:24])/[CH:4]=[CH:5]/[C:6]1[CH:7]=[C:8]2[C:20](=[CH:21][CH:22]=1)[O:19][C:11]1([CH2:17][CH2:16][CH2:15][N:14]([CH3:18])[CH2:13][CH2:12]1)[CH2:10][C:9]2=[O:23].Cl. (4) Given the product [CH3:18][O:17][C:13]1[CH:12]=[C:11]([C:9]2[N:10]=[C:4]3[CH:3]=[C:2]([NH:20][CH3:19])[CH:7]=[CH:6][N:5]3[CH:8]=2)[CH:16]=[CH:15][CH:14]=1, predict the reactants needed to synthesize it. The reactants are: Br[C:2]1[CH:7]=[CH:6][N:5]2[CH:8]=[C:9]([C:11]3[CH:16]=[CH:15][CH:14]=[C:13]([O:17][CH3:18])[CH:12]=3)[N:10]=[C:4]2[CH:3]=1.[CH3:19][NH2:20]. (5) The reactants are: [C:1]([O:4][CH2:5][C:6]1[CH:11]=[CH:10][C:9]([CH3:12])=[CH:8][C:7]=1[Cl:13])(=[O:3])[CH3:2].CC(N=NC(C#N)(C)C)(C#N)C.C1C(=O)N([Br:33])C(=O)C1. Given the product [C:1]([O:4][CH2:5][C:6]1[CH:11]=[CH:10][C:9]([CH2:12][Br:33])=[CH:8][C:7]=1[Cl:13])(=[O:3])[CH3:2], predict the reactants needed to synthesize it. (6) Given the product [CH3:5][N:15]1[C:16]2[C@@:17]3([CH3:27])[C:24]([CH3:26])([CH3:25])[C@H:20]([CH2:19][CH2:18]3)[C:21]=2[C:22](=[O:23])[N:14]1[C:8]1[CH:9]=[CH:10][CH:11]=[CH:12][CH:13]=1.[CH3:5][O:23][C:22]1[N:14]([C:8]2[CH:9]=[CH:10][CH:11]=[CH:12][CH:13]=2)[N:15]=[C:16]2[C:21]=1[C@@H:20]1[C:24]([CH3:26])([CH3:25])[C@@:17]2([CH3:27])[CH2:18][CH2:19]1, predict the reactants needed to synthesize it. The reactants are: S(OC)(O[CH3:5])(=O)=O.[C:8]1([N:14]2[C:22](=[O:23])[C:21]3[C@@H:20]4[C:24]([CH3:26])([CH3:25])[C@@:17]([CH3:27])([CH2:18][CH2:19]4)[C:16]=3[NH:15]2)[CH:13]=[CH:12][CH:11]=[CH:10][CH:9]=1. (7) Given the product [CH3:33][C:4]1[N:3]=[C:2]([S:35][CH3:34])[C:7]([C:8]([NH:10][C:11]2[CH:12]=[CH:13][C:14]([N:17]([CH2:25][CH2:26][C:27]3[CH:32]=[CH:31][CH:30]=[CH:29][N:28]=3)[C:18](=[O:24])[O:19][C:20]([CH3:23])([CH3:22])[CH3:21])=[CH:15][CH:16]=2)=[O:9])=[CH:6][CH:5]=1, predict the reactants needed to synthesize it. The reactants are: Cl[C:2]1[C:7]([C:8]([NH:10][C:11]2[CH:16]=[CH:15][C:14]([N:17]([CH2:25][CH2:26][C:27]3[CH:32]=[CH:31][CH:30]=[CH:29][N:28]=3)[C:18](=[O:24])[O:19][C:20]([CH3:23])([CH3:22])[CH3:21])=[CH:13][CH:12]=2)=[O:9])=[CH:6][CH:5]=[C:4]([CH3:33])[N:3]=1.[CH3:34][S-:35].[Na+].C(OCC)(=O)C.O. (8) The reactants are: [C:1]([N:4]1[C:12]2[C:7](=[CH:8][C:9]([C:13](=[O:15])[CH3:14])=[CH:10][CH:11]=2)[CH2:6][C:5]1=[O:16])(=[O:3])[CH3:2].[CH2:17]([N:19]([CH2:22][C:23]1[CH:31]=[CH:30][C:26]([C:27](O)=[O:28])=[CH:25][CH:24]=1)[CH2:20][CH3:21])[CH3:18]. Given the product [C:1]([N:4]1[C:12]2[C:7](=[CH:8][C:9]([C:13](=[O:15])[CH3:14])=[CH:10][CH:11]=2)[C:6](=[C:27]([C:26]2[CH:30]=[CH:31][C:23]([CH2:22][N:19]([CH2:20][CH3:21])[CH2:17][CH3:18])=[CH:24][CH:25]=2)[OH:28])[C:5]1=[O:16])(=[O:3])[CH3:2], predict the reactants needed to synthesize it. (9) Given the product [CH3:1][C:2]1[C:7]([O:8][C:17]2[C:26]3[C:25](=[O:27])[N:24]([CH2:28][C:29]4[CH:30]=[CH:31][C:32]([O:35][CH3:36])=[CH:33][CH:34]=4)[C:23](=[O:37])[N:22]([C:38]4[CH:43]=[CH:42][C:41]([I:44])=[CH:40][C:39]=4[F:45])[C:21]=3[N:20]([CH3:46])[C:19](=[O:47])[CH:18]=2)=[CH:6][CH:5]=[CH:4][N:3]=1, predict the reactants needed to synthesize it. The reactants are: [CH3:1][C:2]1[C:7]([OH:8])=[CH:6][CH:5]=[CH:4][N:3]=1.[H-].[Na+].FC(F)(F)S(O[C:17]1[C:26]2[C:25](=[O:27])[N:24]([CH2:28][C:29]3[CH:34]=[CH:33][C:32]([O:35][CH3:36])=[CH:31][CH:30]=3)[C:23](=[O:37])[N:22]([C:38]3[CH:43]=[CH:42][C:41]([I:44])=[CH:40][C:39]=3[F:45])[C:21]=2[N:20]([CH3:46])[C:19](=[O:47])[CH:18]=1)(=O)=O.